Predict the reactants needed to synthesize the given product. From a dataset of Full USPTO retrosynthesis dataset with 1.9M reactions from patents (1976-2016). (1) Given the product [F:35][C:12]1[C:11]([CH2:10][N:8]([CH3:9])[C:6](=[O:7])[O:5][C:1]([CH3:4])([CH3:2])[CH3:3])=[CH:15][N:14]([S:16]([C:19]2[CH:27]=[CH:26][CH:25]=[C:21]([C:22]([NH:48][CH2:49][CH2:50][OH:51])=[O:24])[CH:20]=2)(=[O:18])=[O:17])[C:13]=1[C:28]1[C:29]([F:34])=[N:30][CH:31]=[CH:32][CH:33]=1, predict the reactants needed to synthesize it. The reactants are: [C:1]([O:5][C:6]([N:8]([CH2:10][C:11]1[C:12]([F:35])=[C:13]([C:28]2[C:29]([F:34])=[N:30][CH:31]=[CH:32][CH:33]=2)[N:14]([S:16]([C:19]2[CH:20]=[C:21]([CH:25]=[CH:26][CH:27]=2)[C:22]([OH:24])=O)(=[O:18])=[O:17])[CH:15]=1)[CH3:9])=[O:7])([CH3:4])([CH3:3])[CH3:2].Cl.C(N=C=NCCCN(C)C)C.[NH2:48][CH2:49][CH2:50][OH:51]. (2) Given the product [NH2:1][C:2]1[C:7]2=[CH:8][CH:9]=[C:10]([C@@:11]3([C:20]#[N:21])[C@H:15]4[C@H:14]([O:17][C:24]([CH3:26])([CH3:25])[O:16]4)[C@@H:13]([CH2:18][OH:19])[O:12]3)[N:6]2[N:5]=[CH:4][N:3]=1.[CH3:39][C:29]1[CH:34]=[CH:33][C:32]([S:35]([OH:38])(=[O:37])=[O:36])=[CH:31][CH:30]=1, predict the reactants needed to synthesize it. The reactants are: [NH2:1][C:2]1[C:7]2=[CH:8][CH:9]=[C:10]([C@@:11]3([C:20]#[N:21])[C@H:15]([OH:16])[C@H:14]([OH:17])[C@@H:13]([CH2:18][OH:19])[O:12]3)[N:6]2[N:5]=[CH:4][N:3]=1.CO[C:24](OC)([CH3:26])[CH3:25].[C:29]1([CH3:39])[CH:34]=[CH:33][C:32]([S:35]([OH:38])(=[O:37])=[O:36])=[CH:31][CH:30]=1.C(OC(C)C)(=O)C. (3) The reactants are: [CH3:1][O:2][C:3](=[O:22])[C:4]1[CH:9]=[CH:8][CH:7]=[C:6]([S:10][C:11]2[C:19]3[C:14](=[CH:15][C:16]([Cl:20])=[CH:17][CH:18]=3)[NH:13][C:12]=2[CH3:21])[CH:5]=1.Br[C:24]1[CH:25]=[N:26][CH:27]=[CH:28][CH:29]=1. Given the product [CH3:1][O:2][C:3](=[O:22])[C:4]1[CH:9]=[CH:8][CH:7]=[C:6]([S:10][C:11]2[C:19]3[C:14](=[CH:15][C:16]([Cl:20])=[CH:17][CH:18]=3)[N:13]([C:24]3[CH:25]=[N:26][CH:27]=[CH:28][CH:29]=3)[C:12]=2[CH3:21])[CH:5]=1, predict the reactants needed to synthesize it. (4) Given the product [Br:6][C:7]1[CH:15]=[CH:14][C:10]([C:11]([NH:2][NH:1][C:3](=[S:5])[NH2:4])=[O:12])=[C:9]([F:16])[CH:8]=1, predict the reactants needed to synthesize it. The reactants are: [NH:1]([C:3](=[S:5])[NH2:4])[NH2:2].[Br:6][C:7]1[CH:15]=[CH:14][C:10]([C:11](Cl)=[O:12])=[C:9]([F:16])[CH:8]=1.